From a dataset of Forward reaction prediction with 1.9M reactions from USPTO patents (1976-2016). Predict the product of the given reaction. (1) The product is: [CH3:18][O:17][N:16]([CH3:15])[C:11]([C:3]1[C:2]([Cl:1])=[CH:6][N:5]([CH2:7][CH:8]([F:10])[F:9])[N:4]=1)=[O:13]. Given the reactants [Cl:1][C:2]1[C:3]([C:11]([OH:13])=O)=[N:4][N:5]([CH2:7][CH:8]([F:10])[F:9])[CH:6]=1.Cl.[CH3:15][NH:16][O:17][CH3:18].Cl.CN(C)CCCN=C=NCC, predict the reaction product. (2) Given the reactants [Br:1][C:2]1[CH:3]=[C:4]([F:10])[C:5]([F:9])=[C:6]([OH:8])[CH:7]=1.[CH2:11](Br)[C:12]#[CH:13].C(=O)([O-])[O-].[K+].[K+], predict the reaction product. The product is: [Br:1][C:2]1[CH:7]=[C:6]([O:8][CH2:13][C:12]#[CH:11])[C:5]([F:9])=[C:4]([F:10])[CH:3]=1. (3) The product is: [CH:1]12[CH2:12][CH:9]([CH:10]([OH:14])[CH:11]1[OH:13])[CH2:8][C:7]1[CH:6]=[CH:5][CH:4]=[N:3][C:2]2=1. Given the reactants [CH:1]12[CH2:12][CH:9]([CH:10]=[CH:11]1)[CH2:8][C:7]1[CH:6]=[CH:5][CH:4]=[N:3][C:2]2=1.[OH2:13].[OH2:14].C[N+]([O-])(C)C.C(O)(C)(C)C, predict the reaction product.